From a dataset of Reaction yield outcomes from USPTO patents with 853,638 reactions. Predict the reaction yield, written as a fraction of the theoretical maximum amount of product (1.0 means a 100% yield; for example, 0.34 means a 34% yield). (1) The reactants are [OH-].[Na+].[Br:3][C:4]1[CH:5]=[C:6]([C:13]([O:15]CC)=O)[C:7]2[CH:12]=[N:11][NH:10][C:8]=2[N:9]=1.[NH2:18][CH2:19][C:20]1[C:21](=[O:28])[NH:22][C:23]([CH3:27])=[CH:24][C:25]=1[CH3:26].C1CN([P+](ON2N=NC3C=CC=CC2=3)(N2CCCC2)N2CCCC2)CC1.F[P-](F)(F)(F)(F)F. The catalyst is CCO.CS(C)=O. The product is [Br:3][C:4]1[CH:5]=[C:6]([C:13]([NH:18][CH2:19][C:20]2[C:21](=[O:28])[NH:22][C:23]([CH3:27])=[CH:24][C:25]=2[CH3:26])=[O:15])[C:7]2[CH:12]=[N:11][NH:10][C:8]=2[N:9]=1. The yield is 0.585. (2) No catalyst specified. The product is [Cl:1][C:2]1[CH:3]=[CH:4][CH:5]=[C:6]2[C:10]=1[N:9]([CH3:11])[CH:8]=[CH:7]2. The reactants are [Cl:1][C:2]1[CH:3]=[CH:4][CH:5]=[C:6]2[C:10]=1[NH:9][CH:8]=[CH:7]2.[CH3:11]C1C2C(=CC=CC=2)NC=1. The yield is 1.00. (3) The reactants are [C:1](#[N:5])[CH2:2][C:3]#[N:4].[H-].[Na+].[C:8](Cl)(=[O:12])[CH:9]([CH3:11])[CH3:10]. The catalyst is C1COCC1. The product is [OH:12][C:8](=[C:2]([C:1]#[N:5])[C:3]#[N:4])[CH:9]([CH3:11])[CH3:10]. The yield is 0.960. (4) The reactants are [ClH:1].O1CCOCC1.OC(C(F)(F)F)=O.[N:15]1([C:21]([N:23]2[CH2:28][CH2:27][N:26](C(OC(C)(C)C)=O)[CH2:25][CH:24]2[CH2:36][O:37][C:38]2[CH:39]=[N:40][CH:41]=[CH:42][CH:43]=2)=[O:22])[CH2:20][CH2:19][CH2:18][CH2:17][CH2:16]1. The catalyst is CO. The product is [ClH:1].[ClH:1].[N:15]1([C:21]([N:23]2[CH2:28][CH2:27][NH:26][CH2:25][CH:24]2[CH2:36][O:37][C:38]2[CH:39]=[N:40][CH:41]=[CH:42][CH:43]=2)=[O:22])[CH2:20][CH2:19][CH2:18][CH2:17][CH2:16]1. The yield is 1.00. (5) The reactants are [CH3:1][O:2][C:3]1[CH:28]=[CH:27][C:6]([CH2:7][N:8]2[C:12]3=[N:13][CH:14]=[CH:15][C:16]([O:17][C:18]4[CH:23]=[CH:22][C:21]([NH2:24])=[CH:20][C:19]=4[F:25])=[C:11]3[C:10]([CH3:26])=[N:9]2)=[CH:5][CH:4]=1.[CH3:29][N:30]1[CH2:34][CH2:33][CH:32]([C:35](O)=[O:36])[C:31]1=[O:38].Cl.C(N=C=NCCCN(C)C)C.N1(O)C2C=CC=CC=2N=N1.C(N(C(C)C)C(C)C)C. The catalyst is C(Cl)Cl. The product is [CH3:1][O:2][C:3]1[CH:4]=[CH:5][C:6]([CH2:7][N:8]2[C:12]3=[N:13][CH:14]=[CH:15][C:16]([O:17][C:18]4[CH:23]=[CH:22][C:21]([NH:24][C:35]([CH:32]5[CH2:33][CH2:34][N:30]([CH3:29])[C:31]5=[O:38])=[O:36])=[CH:20][C:19]=4[F:25])=[C:11]3[C:10]([CH3:26])=[N:9]2)=[CH:27][CH:28]=1. The yield is 0.741. (6) The yield is 0.340. The catalyst is C1COCC1. The product is [C:43]([O:42][C:40]([C@@H:39]([NH:47][C:48](=[O:49])[O:50][CH2:51][C:52]1[CH:53]=[CH:54][CH:55]=[CH:56][CH:57]=1)[CH2:38][CH2:37][N:36]([CH2:35][C@@H:27]1[C@H:28]2[O:32][C:31]([CH3:34])([CH3:33])[O:30][C@H:29]2[C@H:25]([N:20]2[CH:19]=[N:18][C:17]3[C:21]2=[N:22][CH:23]=[N:24][C:16]=3[NH:15][CH2:1][CH3:2])[O:26]1)[CH3:58])=[O:41])([CH3:46])([CH3:45])[CH3:44]. The reactants are [CH:1](=O)[CH3:2].[Sn](CCCC)(CCCC)(Cl)Cl.[NH2:15][C:16]1[N:24]=[CH:23][N:22]=[C:21]2[C:17]=1[N:18]=[CH:19][N:20]2[C@H:25]1[C@@H:29]2[O:30][C:31]([CH3:34])([CH3:33])[O:32][C@@H:28]2[C@@H:27]([CH2:35][N:36]([CH3:58])[CH2:37][CH2:38][C@H:39]([NH:47][C:48]([O:50][CH2:51][C:52]2[CH:57]=[CH:56][CH:55]=[CH:54][CH:53]=2)=[O:49])[C:40]([O:42][C:43]([CH3:46])([CH3:45])[CH3:44])=[O:41])[O:26]1.C1([SiH3])C=CC=CC=1.